This data is from Peptide-MHC class I binding affinity with 185,985 pairs from IEDB/IMGT. The task is: Regression. Given a peptide amino acid sequence and an MHC pseudo amino acid sequence, predict their binding affinity value. This is MHC class I binding data. (1) The peptide sequence is KKSAFYQSY. The MHC is HLA-B39:01 with pseudo-sequence HLA-B39:01. The binding affinity (normalized) is 0.0847. (2) The peptide sequence is ATPYDINQML. The MHC is HLA-A24:02 with pseudo-sequence HLA-A24:02. The binding affinity (normalized) is 0.